This data is from Full USPTO retrosynthesis dataset with 1.9M reactions from patents (1976-2016). The task is: Predict the reactants needed to synthesize the given product. Given the product [NH2:1][C:2]1[N:3]([CH2:16][C:17]2([OH:21])[CH2:20][CH2:19][CH2:18]2)[C:4]2[C:13]3[CH:12]=[CH:11][CH:10]=[CH:9][C:8]=3[N:7]=[C:6]([NH2:22])[C:5]=2[N:15]=1, predict the reactants needed to synthesize it. The reactants are: [NH2:1][C:2]1[N:3]([CH2:16][C:17]2([OH:21])[CH2:20][CH2:19][CH2:18]2)[C:4]2[C:13]3[CH:12]=[CH:11][CH:10]=[CH:9][C:8]=3[N:7]=[C:6](Cl)[C:5]=2[N:15]=1.[NH3:22].